This data is from Forward reaction prediction with 1.9M reactions from USPTO patents (1976-2016). The task is: Predict the product of the given reaction. (1) Given the reactants Br[C:2]1[CH:7]=[CH:6][C:5]([Cl:8])=[CH:4][CH:3]=1.[Li]CCCC.[O:14]=[C:15]1[C:20]2([CH2:22][CH2:21]2)[CH2:19][N:18]([C:23]([O:25][C:26]([CH3:29])([CH3:28])[CH3:27])=[O:24])[CH2:17][CH2:16]1, predict the reaction product. The product is: [Cl:8][C:5]1[CH:6]=[CH:7][C:2]([C:15]2([OH:14])[C:20]3([CH2:22][CH2:21]3)[CH2:19][N:18]([C:23]([O:25][C:26]([CH3:28])([CH3:27])[CH3:29])=[O:24])[CH2:17][CH2:16]2)=[CH:3][CH:4]=1. (2) Given the reactants [Cl:1][C:2]1[CH:7]=[C:6]([Cl:8])[C:5]([N+:9]([O-])=O)=[CH:4][C:3]=1[CH2:12][CH3:13].Cl[Sn]Cl.[OH-].[Na+].Cl, predict the reaction product. The product is: [Cl:8][C:6]1[CH:7]=[C:2]([Cl:1])[C:3]([CH2:12][CH3:13])=[CH:4][C:5]=1[NH2:9]. (3) Given the reactants [Cl:1][C:2]1[CH:3]=[CH:4][C:5]2[N:6]([N:8]=[C:9]([NH:11][C:12]3[CH:17]=[CH:16][C:15]([S:18]([CH3:21])(=[O:20])=[O:19])=[CH:14][C:13]=3[O:22][CH3:23])[N:10]=2)[CH:7]=1.[H-].[Na+].Cl[C:27]([O:29][CH2:30][Cl:31])=[O:28].[Cl-].[Na+], predict the reaction product. The product is: [Cl:1][C:2]1[CH:3]=[CH:4][C:5]2[N:6]([N:8]=[C:9]([N:11]([C:12]3[CH:17]=[CH:16][C:15]([S:18]([CH3:21])(=[O:19])=[O:20])=[CH:14][C:13]=3[O:22][CH3:23])[C:27](=[O:28])[O:29][CH2:30][Cl:31])[N:10]=2)[CH:7]=1. (4) Given the reactants C([O:3][C:4]([C:6]1([NH:17][C:18]([C:20]2[C:29]3[CH2:28][CH2:27][CH2:26][CH2:25][C:24]=3[CH:23]=[CH:22][CH:21]=2)=[O:19])[CH2:14][C:13]2[C:8](=[CH:9][C:10]([CH3:16])=[C:11]([CH3:15])[CH:12]=2)[CH2:7]1)=[O:5])C.[OH-].[K+].O, predict the reaction product. The product is: [CH3:15][C:11]1[CH:12]=[C:13]2[C:8](=[CH:9][C:10]=1[CH3:16])[CH2:7][C:6]([NH:17][C:18]([C:20]1[C:29]3[CH2:28][CH2:27][CH2:26][CH2:25][C:24]=3[CH:23]=[CH:22][CH:21]=1)=[O:19])([C:4]([OH:5])=[O:3])[CH2:14]2. (5) The product is: [C:7]([O:15][C:16]1[CH:21]=[CH:20][CH:19]=[CH:18][C:17]=1[C@@H:22]1[O:36][C@:26]2([CH2:37][OH:38])[C@@H:27]([OH:28])[C@H:23]1[O:24][CH2:25]2)(=[O:14])[C:8]1[CH:9]=[CH:10][CH:11]=[CH:12][CH:13]=1. Given the reactants C1CCCCC=1.[C:7]([O:15][C:16]1[CH:21]=[CH:20][CH:19]=[CH:18][C:17]=1[C@@H:22]1[O:36][C@:26]2([CH2:37][O:38]CC3C=CC=CC=3)[C@@:27](CC3C=CC=CC=3)([OH:28])[C@H:23]1[O:24][CH2:25]2)(=[O:14])[C:8]1[CH:13]=[CH:12][CH:11]=[CH:10][CH:9]=1, predict the reaction product.